From a dataset of Full USPTO retrosynthesis dataset with 1.9M reactions from patents (1976-2016). Predict the reactants needed to synthesize the given product. (1) Given the product [CH2:21]([N:28]1[CH2:32][CH2:10][C:9]([C:7]2[CH:8]=[C:3]([C:2]([F:1])([F:19])[F:20])[N:4]=[C:5]([C:15]([F:18])([F:16])[F:17])[CH:6]=2)([C:11]([F:14])([F:13])[F:12])[CH2:29]1)[C:22]1[CH:27]=[CH:26][CH:25]=[CH:24][CH:23]=1, predict the reactants needed to synthesize it. The reactants are: [F:1][C:2]([F:20])([F:19])[C:3]1[CH:8]=[C:7]([C:9]([C:11]([F:14])([F:13])[F:12])=[CH2:10])[CH:6]=[C:5]([C:15]([F:18])([F:17])[F:16])[N:4]=1.[CH2:21]([N:28]([CH2:32][Si](C)(C)C)[CH2:29]OC)[C:22]1[CH:27]=[CH:26][CH:25]=[CH:24][CH:23]=1.FC(F)(F)C(O)=O. (2) Given the product [F:11][C:3]1[CH:4]=[C:5]([N+:8]([O-:10])=[O:9])[CH:6]=[CH:7][C:2]=1[CH2:22][C:23]#[N:24], predict the reactants needed to synthesize it. The reactants are: F[C:2]1[CH:7]=[CH:6][C:5]([N+:8]([O-:10])=[O:9])=[CH:4][C:3]=1[F:11].C([O-])([O-])=O.[K+].[K+].C(OC(=O)[CH2:22][C:23]#[N:24])C. (3) Given the product [N:22]1([C:8](=[O:10])[CH:7]([C:1]2[CH:2]=[CH:3][CH:4]=[CH:5][CH:6]=2)[N:11]2[C:16](=[S:17])[C:15]3[CH:18]=[N:19][NH:20][C:14]=3[N:13]=[CH:12]2)[CH2:23][CH2:24][CH2:38][CH2:37][CH2:26][CH2:27]1, predict the reactants needed to synthesize it. The reactants are: [C:1]1([CH:7]([N:11]2[C:16](=[S:17])[C:15]3[CH:18]=[N:19][NH:20][C:14]=3[N:13]=[CH:12]2)[C:8]([OH:10])=O)[CH:6]=[CH:5][CH:4]=[CH:3][CH:2]=1.C[N:22]1[CH2:27][CH2:26]O[CH2:24][CH2:23]1.CN(C(ON1N=N[C:38]2C=CC=N[C:37]1=2)=[N+](C)C)C.F[P-](F)(F)(F)(F)F. (4) Given the product [F:7][C:8]1[C:13]([C:18]2[CH:23]=[CH:22][N:21]=[C:20]([NH2:24])[CH:19]=2)=[CH:12][CH:11]=[CH:10][N:9]=1, predict the reactants needed to synthesize it. The reactants are: O.C([O-])(=O)C.[K+].[F:7][C:8]1[C:13](B(O)O)=[CH:12][CH:11]=[CH:10][N:9]=1.Cl[C:18]1[CH:23]=[CH:22][N:21]=[C:20]([NH2:24])[CH:19]=1. (5) Given the product [NH2:1][C:2]1[CH:25]=[CH:24][C:5]([O:6][C:7]2[C:16]3[C:11](=[CH:12][C:13]([O:19][CH2:20][C@@H:21]([OH:22])[CH2:23][N:29]([CH2:30][CH3:31])[CH2:27][CH3:28])=[C:14]([C:17]#[N:18])[CH:15]=3)[N:10]=[CH:9][CH:8]=2)=[CH:4][C:3]=1[Cl:26], predict the reactants needed to synthesize it. The reactants are: [NH2:1][C:2]1[CH:25]=[CH:24][C:5]([O:6][C:7]2[C:16]3[C:11](=[CH:12][C:13]([O:19][CH2:20][C@@H:21]4[CH2:23][O:22]4)=[C:14]([C:17]#[N:18])[CH:15]=3)[N:10]=[CH:9][CH:8]=2)=[CH:4][C:3]=1[Cl:26].[CH2:27]([NH:29][CH2:30][CH3:31])[CH3:28]. (6) Given the product [Cl:2][C:3]1[CH:4]=[C:5]([NH:11][C@H:12]2[CH2:13][C:14](=[O:15])[N:18]([CH:19]([CH3:21])[CH3:20])[CH2:17]2)[CH:6]=[CH:7][C:8]=1[C:9]#[N:10], predict the reactants needed to synthesize it. The reactants are: Cl.[Cl:2][C:3]1[CH:4]=[C:5]([NH:11][C@H:12]([CH2:17][NH:18][CH:19]([CH3:21])[CH3:20])[CH2:13][C:14](O)=[O:15])[CH:6]=[CH:7][C:8]=1[C:9]#[N:10].C[Si](N[Si](C)(C)C)(C)C.